Predict which catalyst facilitates the given reaction. From a dataset of Catalyst prediction with 721,799 reactions and 888 catalyst types from USPTO. (1) Reactant: Br[C:2]1[CH:3]=[N:4][CH:5]=[N:6][CH:7]=1.CCOCC.C([Li])CCC.[Cl:18][C:19]1[CH:20]=[C:21]([CH:29]=[O:30])[CH:22]=[C:23]2[C:28]=1[N:27]=[CH:26][CH:25]=[CH:24]2. Product: [Cl:18][C:19]1[CH:20]=[C:21]([CH:29]([C:2]2[CH:3]=[N:4][CH:5]=[N:6][CH:7]=2)[OH:30])[CH:22]=[C:23]2[C:28]=1[N:27]=[CH:26][CH:25]=[CH:24]2. The catalyst class is: 1. (2) The catalyst class is: 47. Product: [CH:1]1([O:7][CH2:8][CH:9]2[CH2:14][CH:13]([C:15]([OH:17])=[O:16])[CH2:12][CH2:11][N:10]2[C:19]([O:21][CH3:22])=[O:20])[CH2:6][CH2:5][CH2:4][CH2:3][CH2:2]1. Reactant: [CH:1]1([O:7][CH2:8][CH:9]2[CH2:14][CH:13]([C:15]([O:17]C)=[O:16])[CH2:12][CH2:11][N:10]2[C:19]([O:21][CH3:22])=[O:20])[CH2:6][CH2:5][CH2:4][CH2:3][CH2:2]1.[Br-].[Li+].C(N(CC)CC)C.CC(OC)(C)C. (3) Reactant: [Cl:1][C:2]1[CH:7]=[CH:6][CH:5]=[CH:4][C:3]=1[C:8]([N:10]1[CH2:15][CH2:14][NH:13][C:12](=O)[CH2:11]1)=[O:9].F[B-](F)(F)F.C([O+](CC)CC)C.[F:29][C:30]1[CH:31]=[CH:32][C:33]([C:36]([NH:38][NH2:39])=O)=[N:34][CH:35]=1. Product: [Cl:1][C:2]1[CH:7]=[CH:6][CH:5]=[CH:4][C:3]=1[C:8]([N:10]1[CH2:15][CH2:14][N:13]2[C:36]([C:33]3[CH:32]=[CH:31][C:30]([F:29])=[CH:35][N:34]=3)=[N:38][N:39]=[C:12]2[CH2:11]1)=[O:9]. The catalyst class is: 4. (4) Reactant: [CH3:1][O:2][C:3](=[O:15])[C:4]1[CH:9]=[CH:8][CH:7]=[C:6]([C:10]2[N:11]=[N:12]NN=2)[CH:5]=1.[Cl:16][C:17]1[CH:25]=[CH:24][CH:23]=[CH:22][C:18]=1[C:19](Cl)=[O:20].N1C(C)=CC(C)=CC=1C.O. Product: [CH3:1][O:2][C:3](=[O:15])[C:4]1[CH:9]=[CH:8][CH:7]=[C:6]([C:10]2[O:20][C:19]([C:18]3[CH:22]=[CH:23][CH:24]=[CH:25][C:17]=3[Cl:16])=[N:12][N:11]=2)[CH:5]=1. The catalyst class is: 520. (5) Reactant: [NH:1]1[CH2:6][CH2:5][NH:4][CH2:3][C:2]1=[O:7].Cl[C:9]1[C:14]([C:15]([F:18])([F:17])[F:16])=[CH:13][CH:12]=[CH:11][N:10]=1.C(N(C(C)C)CC)(C)C. The catalyst class is: 58. Product: [F:16][C:15]([F:18])([F:17])[C:14]1[C:9]([N:4]2[CH2:5][CH2:6][NH:1][C:2](=[O:7])[CH2:3]2)=[N:10][CH:11]=[CH:12][CH:13]=1. (6) Reactant: C([O:8][C:9]1[CH:14]=[CH:13][C:12]([C:15]2[N:20]([CH3:21])[C:19](=[O:22])[N:18]([CH2:23][O:24][CH2:25][CH2:26][Si:27]([CH3:30])([CH3:29])[CH3:28])[C:17](=[O:31])[C:16]=2[CH3:32])=[C:11]([CH3:33])[CH:10]=1)C1C=CC=CC=1.[H][H]. Product: [OH:8][C:9]1[CH:14]=[CH:13][C:12]([C:15]2[N:20]([CH3:21])[C:19](=[O:22])[N:18]([CH2:23][O:24][CH2:25][CH2:26][Si:27]([CH3:30])([CH3:29])[CH3:28])[C:17](=[O:31])[C:16]=2[CH3:32])=[C:11]([CH3:33])[CH:10]=1. The catalyst class is: 293. (7) Reactant: [CH2:1]([C:5]1[O:9][N:8]=[C:7]([C:10]([OH:12])=[O:11])[CH:6]=1)[CH:2]([CH3:4])[CH3:3].[CH3:13][Si](C=[N+]=[N-])(C)C. Product: [CH2:1]([C:5]1[O:9][N:8]=[C:7]([C:10]([O:12][CH3:13])=[O:11])[CH:6]=1)[CH:2]([CH3:4])[CH3:3]. The catalyst class is: 98. (8) Reactant: [F:1][C:2]([F:27])([F:26])[C:3]1[CH:25]=[CH:24][C:6]([O:7][CH2:8][CH:9]2[CH2:14][CH2:13][CH2:12][N:11]([C:15]([CH:17]3[CH2:22][CH2:21][C:20](=[O:23])[CH2:19][CH2:18]3)=O)[CH2:10]2)=[CH:5][CH:4]=1.[H-].[Al+3].[Li+].[H-].[H-].[H-]. Product: [F:26][C:2]([F:1])([F:27])[C:3]1[CH:25]=[CH:24][C:6]([O:7][CH2:8][CH:9]2[CH2:14][CH2:13][CH2:12][N:11]([CH2:15][CH:17]3[CH2:18][CH2:19][CH:20]([OH:23])[CH2:21][CH2:22]3)[CH2:10]2)=[CH:5][CH:4]=1. The catalyst class is: 1. (9) Reactant: [N+:1]([C:4]1[CH:5]=[N:6][C:7]([NH2:10])=[N:8][CH:9]=1)([O-:3])=[O:2].[C:11]([O:15][C:16]([N:18]1[CH2:23][CH2:22][N:21]([S:24]([C:27]2[CH:32]=[CH:31][C:30](Br)=[CH:29][CH:28]=2)(=[O:26])=[O:25])[CH2:20][CH2:19]1)=[O:17])([CH3:14])([CH3:13])[CH3:12].CC1(C)C2C(=C(P(C3C=CC=CC=3)C3C=CC=CC=3)C=CC=2)OC2C(P(C3C=CC=CC=3)C3C=CC=CC=3)=CC=CC1=2.CC(C)([O-])C.[K+]. Product: [C:11]([O:15][C:16]([N:18]1[CH2:23][CH2:22][N:21]([S:24]([C:27]2[CH:32]=[CH:31][C:30]([NH:10][C:7]3[N:8]=[CH:9][C:4]([N+:1]([O-:3])=[O:2])=[CH:5][N:6]=3)=[CH:29][CH:28]=2)(=[O:26])=[O:25])[CH2:20][CH2:19]1)=[O:17])([CH3:14])([CH3:12])[CH3:13]. The catalyst class is: 231.